Dataset: Catalyst prediction with 721,799 reactions and 888 catalyst types from USPTO. Task: Predict which catalyst facilitates the given reaction. (1) Reactant: [Br:1][C:2]1[CH:11]=[C:10]([I:12])[C:5]([C:6](OC)=[O:7])=[CH:4][N:3]=1.[H-].C([Al+]CC(C)C)C(C)C. Product: [Br:1][C:2]1[N:3]=[CH:4][C:5]([CH2:6][OH:7])=[C:10]([I:12])[CH:11]=1. The catalyst class is: 539. (2) Reactant: C([N-]C(C)C)(C)C.[Li+].[F:9][C:10]1[CH:16]=[C:15]([I:17])[CH:14]=[CH:13][C:11]=1[NH2:12].Cl[C:19]1[C:27]([C:28]([OH:30])=[O:29])=[C:26]2[N:22]([CH2:23][CH2:24][CH2:25]2)[C:21](=[O:31])[CH:20]=1. Product: [F:9][C:10]1[CH:16]=[C:15]([I:17])[CH:14]=[CH:13][C:11]=1[NH:12][C:19]1[C:27]([C:28]([OH:30])=[O:29])=[C:26]2[N:22]([CH2:23][CH2:24][CH2:25]2)[C:21](=[O:31])[CH:20]=1. The catalyst class is: 1. (3) Reactant: [CH2:1]1[C@@H:6]([C:7]#[N:8])[N:5]([C:9]([C@@H:11]([NH2:23])[C:12]23[CH2:21][C:19]4([OH:22])[CH2:20][CH:14]([CH2:15][CH:16]([CH2:18]4)[CH2:17]2)[CH2:13]3)=[O:10])[C@@H:4]2[C@H:2]1[CH2:3]2.[S:24](=[O:28])(=[O:27])([OH:26])[OH:25].CO. Product: [CH2:1]1[C@@H:6]([C:7]#[N:8])[N:5]([C:9]([C@@H:11]([NH2:23])[C:12]23[CH2:21][C:19]4([OH:22])[CH2:20][CH:14]([CH2:15][CH:16]([CH2:18]4)[CH2:17]2)[CH2:13]3)=[O:10])[C@@H:4]2[C@H:2]1[CH2:3]2.[S:24](=[O:26])(=[O:25])([OH:28])[O-:27]. The catalyst class is: 13. (4) Reactant: C([O:3][CH:4](OCC)[CH2:5][CH2:6][N:7]1[CH2:12][CH2:11][CH2:10][CH2:9][C:8]1=[O:13])C.FC(F)(F)C(O)=O.CCOC(C)=O.[O-][Mn](=O)(=O)=O.[K+]. Product: [O:13]=[C:8]1[CH2:9][CH2:10][CH2:11][CH2:12][N:7]1[CH2:6][CH2:5][CH:4]=[O:3]. The catalyst class is: 2.